From a dataset of Forward reaction prediction with 1.9M reactions from USPTO patents (1976-2016). Predict the product of the given reaction. (1) Given the reactants II.Br[C:4]1[CH:9]=[CH:8][CH:7]=[CH:6][C:5]=1[Br:10].[Mg].[C:12]1(=O)[C:24]2[C:16]([C:17]3[C:22]([CH:23]=2)=[CH:21][CH:20]=[CH:19][CH:18]=3)=[CH:15][CH:14]=[CH:13]1.C1C[O:29]CC1, predict the reaction product. The product is: [Br:10][C:5]1[CH:6]=[CH:7][CH:8]=[CH:9][C:4]=1[C:23]1([OH:29])[C:22]2[CH:21]=[CH:20][CH:19]=[CH:18][C:17]=2[C:16]2[C:24]1=[CH:12][CH:13]=[CH:14][CH:15]=2. (2) Given the reactants [NH2:1][C:2]1[CH:10]=[C:9]2[C:5]([CH2:6][CH2:7][C:8]2=[O:11])=[CH:4][CH:3]=1.[Br:12]N1C(=O)CCC1=O, predict the reaction product. The product is: [NH2:1][C:2]1[C:10]([Br:12])=[C:9]2[C:5]([CH2:6][CH2:7][C:8]2=[O:11])=[CH:4][CH:3]=1. (3) Given the reactants [F:1][C:2]([F:13])([F:12])[C:3]1[CH:8]=[CH:7][C:6](B(O)O)=[CH:5][CH:4]=1.COC1C=CC=C(OC)C=1C1C=CC=CC=1P(C1CCCCC1)C1CCCCC1.C(=O)([O-])[O-].[K+].[K+].I[C:50]1[C:55]([O:56][CH3:57])=[CH:54][CH:53]=[C:52]([CH3:58])[N:51]=1, predict the reaction product. The product is: [CH3:57][O:56][C:55]1[C:50]([C:6]2[CH:7]=[CH:8][C:3]([C:2]([F:13])([F:12])[F:1])=[CH:4][CH:5]=2)=[N:51][C:52]([CH3:58])=[CH:53][CH:54]=1. (4) Given the reactants Br[C:2]1[CH:7]=[CH:6][C:5]([C:8]([OH:11])([CH3:10])[CH3:9])=[CH:4][CH:3]=1.C([O-])(=O)C.[K+].[B:17]1([B:17]2[O:21][C:20]([CH3:23])([CH3:22])[C:19]([CH3:25])([CH3:24])[O:18]2)[O:21][C:20]([CH3:23])([CH3:22])[C:19]([CH3:25])([CH3:24])[O:18]1, predict the reaction product. The product is: [CH3:24][C:19]1([CH3:25])[C:20]([CH3:23])([CH3:22])[O:21][B:17]([C:2]2[CH:7]=[CH:6][C:5]([C:8]([OH:11])([CH3:10])[CH3:9])=[CH:4][CH:3]=2)[O:18]1. (5) The product is: [CH3:50][O:51][C:52](=[O:59])[C@@H:53]([NH:54][C:39]([C:37]1[CH:36]=[N:35][C:34]([N:42]2[CH2:47][CH2:46][C:45]([F:48])([F:49])[CH2:44][CH2:43]2)=[C:33]([O:32][CH2:31][CH:26]2[CH2:30][CH2:29][CH2:28][CH2:27]2)[N:38]=1)=[O:40])[CH2:55][CH:56]([CH3:58])[CH3:57]. Given the reactants OC[C@@H](NC(C1C=NC(N2CCCC2)=C(OCCC)N=1)=O)CC(C)C.[CH:26]1([CH2:31][O:32][C:33]2[N:38]=[C:37]([C:39](O)=[O:40])[CH:36]=[N:35][C:34]=2[N:42]2[CH2:47][CH2:46][C:45]([F:49])([F:48])[CH2:44][CH2:43]2)[CH2:30][CH2:29][CH2:28][CH2:27]1.[CH3:50][O:51][C:52](=[O:59])[C@H:53]([CH2:55][CH:56]([CH3:58])[CH3:57])[NH2:54], predict the reaction product. (6) The product is: [F:17][C:3]1[CH:2]=[CH:1][CH:6]=[C:5]([F:7])[C:4]=1[CH2:8][N:9]1[CH:10]=[C:11]([C:14]([O:33][CH3:30])=[O:15])[N:12]=[N:13]1. Given the reactants [CH:1]1[CH:2]=[C:3]([F:17])[C:4]([CH2:8][N:9]2[N:13]=[N:12][C:11]([C:14](N)=[O:15])=[CH:10]2)=[C:5]([F:7])[CH:6]=1.FC1C=CC=C(F)C=1CN=[N+]=[N-].[C:30](OC)(=[O:33])C#C, predict the reaction product. (7) Given the reactants [OH:1][C:2]([C:5]1[N:9]([CH2:10][CH:11]2[CH2:16][CH2:15][O:14][CH2:13][CH2:12]2)[C:8]2[CH:17]=[CH:18][C:19]([N:21]([CH3:25])[C:22](=[O:24])[CH3:23])=[CH:20][C:7]=2[N:6]=1)([CH3:4])[CH3:3].I[CH3:27].[H-].[Na+], predict the reaction product. The product is: [CH3:27][O:1][C:2]([C:5]1[N:9]([CH2:10][CH:11]2[CH2:12][CH2:13][O:14][CH2:15][CH2:16]2)[C:8]2[CH:17]=[CH:18][C:19]([N:21]([CH3:25])[C:22](=[O:24])[CH3:23])=[CH:20][C:7]=2[N:6]=1)([CH3:4])[CH3:3]. (8) Given the reactants [CH2:1]([N:3]=[C:4]=[O:5])[CH3:2].[NH2:6][C:7]1[CH:17]=[C:16]([NH:18][C:19]2[CH:20]=[C:21]([CH3:25])[CH:22]=[CH:23][CH:24]=2)[C:10]([C:11]([O:13][CH2:14][CH3:15])=[O:12])=[CH:9][N:8]=1, predict the reaction product. The product is: [CH2:1]([NH:3][C:4](=[O:5])[NH:6][C:7]1[CH:17]=[C:16]([NH:18][C:19]2[CH:20]=[C:21]([CH3:25])[CH:22]=[CH:23][CH:24]=2)[C:10]([C:11]([O:13][CH2:14][CH3:15])=[O:12])=[CH:9][N:8]=1)[CH3:2]. (9) Given the reactants Cl.Cl.[NH2:3][CH2:4][CH2:5][CH2:6][CH2:7][N:8]1[CH2:17][CH2:16][C:15]2[C:10](=[CH:11][CH:12]=[CH:13][CH:14]=2)[CH2:9]1.C(N(CC)C(C)C)(C)C.[C:27]1([S:37]([Cl:40])(=[O:39])=[O:38])[C:36]2[C:31](=[CH:32][CH:33]=[CH:34][CH:35]=2)[CH:30]=[CH:29][CH:28]=1, predict the reaction product. The product is: [ClH:40].[CH2:9]1[C:10]2[C:15](=[CH:14][CH:13]=[CH:12][CH:11]=2)[CH2:16][CH2:17][N:8]1[CH2:7][CH2:6][CH2:5][CH2:4][NH:3][S:37]([C:27]1[C:36]2[C:31](=[CH:32][CH:33]=[CH:34][CH:35]=2)[CH:30]=[CH:29][CH:28]=1)(=[O:39])=[O:38].